Dataset: Peptide-MHC class I binding affinity with 185,985 pairs from IEDB/IMGT. Task: Regression. Given a peptide amino acid sequence and an MHC pseudo amino acid sequence, predict their binding affinity value. This is MHC class I binding data. (1) The peptide sequence is SHLECRTFF. The MHC is HLA-A30:01 with pseudo-sequence HLA-A30:01. The binding affinity (normalized) is 0.0847. (2) The peptide sequence is NVHRSQFAQ. The MHC is HLA-A26:03 with pseudo-sequence HLA-A26:03. The binding affinity (normalized) is 0.0847. (3) The peptide sequence is MSNEGSYFF. The MHC is HLA-B35:01 with pseudo-sequence HLA-B35:01. The binding affinity (normalized) is 1.00.